From a dataset of Catalyst prediction with 721,799 reactions and 888 catalyst types from USPTO. Predict which catalyst facilitates the given reaction. (1) Reactant: [CH2:1]([CH:8]1[C:17]2[C:12](=[CH:13][CH:14]=[C:15]([O:18][CH3:19])[CH:16]=2)[CH2:11][CH2:10][C:9]1=O)[C:2]1[CH:7]=[CH:6][CH:5]=[CH:4][CH:3]=1.Cl.[NH2:22][OH:23]. Product: [CH2:1]([CH:8]1[C:17]2[C:12](=[CH:13][CH:14]=[C:15]([O:18][CH3:19])[CH:16]=2)[CH2:11][CH2:10][C:9]1=[N:22][OH:23])[C:2]1[CH:7]=[CH:6][CH:5]=[CH:4][CH:3]=1. The catalyst class is: 8. (2) Reactant: Cl[C:2]1[C:11]2[C:6](=[CH:7][CH:8]=[CH:9][CH:10]=2)[C:5]([Cl:12])=[N:4][N:3]=1.[F:13][C:14]([F:20])([F:19])[C:15]([NH:17][NH2:18])=O. Product: [Cl:12][C:5]1[C:6]2[C:11](=[CH:10][CH:9]=[CH:8][CH:7]=2)[C:2]2=[N:18][N:17]=[C:15]([C:14]([F:20])([F:19])[F:13])[N:3]2[N:4]=1. The catalyst class is: 12.